From a dataset of Forward reaction prediction with 1.9M reactions from USPTO patents (1976-2016). Predict the product of the given reaction. Given the reactants [CH2:1]([C:3]1[CH:24]=C[C:6]([CH2:7][S:8][C:9]2[CH:10]=[C:11]([O:19][CH2:20][O:21][CH3:22])[C:12](=[O:18])[N:13]([CH2:15][O:16][CH3:17])[CH:14]=2)=[CH:5][CH:4]=1)C.ClCC1C=CC(C)=C[N:28]=1, predict the reaction product. The product is: [CH3:22][O:21][CH2:20][O:19][C:11]1[C:12](=[O:18])[N:13]([CH2:15][O:16][CH3:17])[CH:14]=[C:9]([S:8][CH2:7][C:6]2[CH:5]=[CH:4][C:3]([CH3:1])=[CH:24][N:28]=2)[CH:10]=1.